Dataset: Catalyst prediction with 721,799 reactions and 888 catalyst types from USPTO. Task: Predict which catalyst facilitates the given reaction. The catalyst class is: 3. Product: [CH2:13]([O:20][C:21]1[CH:22]=[CH:23][C:24]([N:27]2[C:31]3=[N:32][CH:33]=[C:34]([O:6][CH2:7][CH:8]([F:10])[F:9])[CH:35]=[C:30]3[N:29]([CH2:37][CH3:38])[C:28]2=[O:39])=[CH:25][CH:26]=1)[C:14]1[CH:19]=[CH:18][CH:17]=[CH:16][CH:15]=1. Reactant: FC(F)(F)S([O:6][CH2:7][CH:8]([F:10])[F:9])(=O)=O.[CH2:13]([O:20][C:21]1[CH:26]=[CH:25][C:24]([N:27]2[C:31]3=[N:32][CH:33]=[C:34](O)[CH:35]=[C:30]3[N:29]([CH2:37][CH3:38])[C:28]2=[O:39])=[CH:23][CH:22]=1)[C:14]1[CH:19]=[CH:18][CH:17]=[CH:16][CH:15]=1.C(=O)([O-])[O-].[K+].[K+].[Cl-].[Cl-].[Ca+2].